From a dataset of Full USPTO retrosynthesis dataset with 1.9M reactions from patents (1976-2016). Predict the reactants needed to synthesize the given product. (1) Given the product [Cl:5][C:6]1[CH:7]=[C:8]([O:31][CH2:32][C:33]([OH:41])=[O:34])[CH:9]=[N:10][C:11]=1[O:12][C:13]1[CH:14]=[C:15]2[C:20](=[CH:21][CH:22]=1)[N:19]=[CH:18][N:17]=[C:16]2[NH:23][C:24]1[CH:29]=[N:28][C:27]([CH3:30])=[CH:26][N:25]=1, predict the reactants needed to synthesize it. The reactants are: Cl([O-])=O.[Na+].[Cl:5][C:6]1[CH:7]=[C:8]([O:31][CH2:32][CH:33]=[O:34])[CH:9]=[N:10][C:11]=1[O:12][C:13]1[CH:14]=[C:15]2[C:20](=[CH:21][CH:22]=1)[N:19]=[CH:18][N:17]=[C:16]2[NH:23][C:24]1[CH:29]=[N:28][C:27]([CH3:30])=[CH:26][N:25]=1.CC(=CC)C.P([O-])(O)(O)=[O:41].[Na+].Cl. (2) Given the product [NH:8]1[CH2:9][CH:10]([N:12]2[CH:16]=[C:15]([C:17]3[CH:18]=[N:19][C:20]4[C:25]([CH:26]=3)=[CH:24][C:23]([S:27][C:28]3[N:32]5[N:33]=[C:34]([CH3:37])[CH:35]=[CH:36][C:31]5=[N:30][N:29]=3)=[CH:22][CH:21]=4)[CH:14]=[N:13]2)[CH2:11]1, predict the reactants needed to synthesize it. The reactants are: C(OC([N:8]1[CH2:11][CH:10]([N:12]2[CH:16]=[C:15]([C:17]3[CH:18]=[N:19][C:20]4[C:25]([CH:26]=3)=[CH:24][C:23]([S:27][C:28]3[N:32]5[N:33]=[C:34]([CH3:37])[CH:35]=[CH:36][C:31]5=[N:30][N:29]=3)=[CH:22][CH:21]=4)[CH:14]=[N:13]2)[CH2:9]1)=O)(C)(C)C.C(O)(C(F)(F)F)=O. (3) Given the product [N:1]1[C:10]2[C:5](=[CH:6][CH:7]=[CH:8][CH:9]=2)[CH:4]=[C:3]([O:11][C:36]2[CH:37]=[CH:38][CH:39]=[CH:40][C:35]=2[C:33](=[O:34])[CH3:32])[CH:2]=1, predict the reactants needed to synthesize it. The reactants are: [N:1]1[C:10]2[C:5](=[CH:6][CH:7]=[CH:8][CH:9]=2)[CH:4]=[C:3]([OH:11])[CH:2]=1.C(=O)([O-])[O-].[Cs+].[Cs+].C(CC(=O)C(C)(C)C)(=O)C(C)(C)C.Br[CH2:32][C:33]([C:35]1[CH:40]=[CH:39][CH:38]=[CH:37][CH:36]=1)=[O:34]. (4) Given the product [CH3:14][CH:15]([C:16]1[CH:18]=[CH:17][C:19]2[C@:11]3([CH3:12])[C@@H:19]([CH2:11][CH2:12][C:18]=2[CH:17]=1)[C:23]([CH3:24])([CH3:24])[CH2:16][CH2:15][CH2:14]3)[CH3:23], predict the reactants needed to synthesize it. The reactants are: S([O-])(=O)(=O)C.C([BH-]([CH2:11][CH3:12])CC)C.[Li+].[CH3:14][CH2:15][CH2:16][CH2:17][CH2:18][CH3:19].C(O[CH2:23][CH3:24])C. (5) Given the product [C:13]12([CH2:12][CH2:11][C:10]3[NH:9][C:8]([C:23]4[CH:28]=[CH:27][CH:26]=[CH:25][C:24]=4[F:29])=[N:7][C:6]=3[C:4]([NH:45][C:41]3[CH:40]=[C:39]([CH:44]=[CH:43][CH:42]=3)[C:38]([OH:37])=[O:46])=[O:3])[CH2:14][CH:15]3[CH2:16][CH:17]([CH2:18][CH:19]([CH2:21]3)[CH2:20]1)[CH2:22]2, predict the reactants needed to synthesize it. The reactants are: C([O:3][C:4]([C:6]1[N:7]=[C:8]([C:23]2[CH:28]=[CH:27][CH:26]=[CH:25][C:24]=2[F:29])[NH:9][C:10]=1[CH2:11][CH2:12][C:13]12[CH2:22][CH:17]3[CH2:18][CH:19]([CH2:21][CH:15]([CH2:16]3)[CH2:14]1)[CH2:20]2)=O)C.C([O:37][C:38](=[O:46])[C:39]1[CH:44]=[CH:43][CH:42]=[C:41]([NH2:45])[CH:40]=1)C1C=CC=CC=1. (6) Given the product [C:42]([O:47][CH2:48][CH2:49][NH:50][C:51]([O:1][CH2:2][C:3]1[CH:8]=[C:7]([CH3:9])[CH:6]=[C:5]([N:10]=[N:11][C:12]2[CH:17]=[CH:16][C:15]([O:18][CH3:19])=[CH:14][CH:13]=2)[C:4]=1[OH:20])=[O:52])(=[O:46])[C:43]([CH3:45])=[CH2:44], predict the reactants needed to synthesize it. The reactants are: [OH:1][CH2:2][C:3]1[CH:8]=[C:7]([CH3:9])[CH:6]=[C:5]([N:10]=[N:11][C:12]2[CH:17]=[CH:16][C:15]([O:18][CH3:19])=[CH:14][CH:13]=2)[C:4]=1[OH:20].CCCCC(C([O-])=O)CC.CCCCC(C([O-])=O)CC.[Sn+2].[C:42]([O:47][CH2:48][CH2:49][N:50]=[C:51]=[O:52])(=[O:46])[C:43]([CH3:45])=[CH2:44].COC1C=CC(O)=CC=1. (7) Given the product [NH2:6][C:5]1[CH:12]=[CH:13][C:2]([OH:1])=[CH:3][C:4]=1[C:9]([NH:15][CH3:14])=[O:8], predict the reactants needed to synthesize it. The reactants are: [OH:1][C:2]1[CH:13]=[CH:12][C:5]2[NH:6]C(=O)[O:8][C:9](=O)[C:4]=2[CH:3]=1.[CH3:14][NH2:15]. (8) Given the product [OH:30][C@@H:29]([CH2:28][NH:27][C:4]([C:6]1[N:7]=[CH:8][C:9]2[C:14]([C:15]=1[OH:16])=[CH:13][CH:12]=[C:11]([NH:17][C:18]([NH:20][C:21]1[CH:26]=[CH:25][CH:24]=[CH:23][CH:22]=1)=[O:19])[CH:10]=2)=[O:5])[C:31]([OH:33])=[O:32], predict the reactants needed to synthesize it. The reactants are: C(O[C:4]([C:6]1[N:7]=[CH:8][C:9]2[C:14]([C:15]=1[OH:16])=[CH:13][CH:12]=[C:11]([NH:17][C:18]([NH:20][C:21]1[CH:26]=[CH:25][CH:24]=[CH:23][CH:22]=1)=[O:19])[CH:10]=2)=[O:5])C.[NH2:27][CH2:28][C@@H:29]([C:31]([OH:33])=[O:32])[OH:30].